Predict the reaction yield, written as a fraction of the theoretical maximum amount of product (1.0 means a 100% yield; for example, 0.34 means a 34% yield). From a dataset of Reaction yield outcomes from USPTO patents with 853,638 reactions. (1) The reactants are [CH3:1][C:2]1([CH3:33])[CH2:10][C:9]2[N:8]([C:11]3[CH:18]=[C:17]([NH:19][C@H:20]4[CH2:25][CH2:24][CH2:23][CH2:22][C@@H:21]4[OH:26])[C:14]([C:15]#[N:16])=[C:13]([F:27])[CH:12]=3)[N:7]=[C:6]([C:28]([F:31])([F:30])[F:29])[C:5]=2[C:4](=[O:32])[CH2:3]1.[OH-:34].[Na+].OO.O. The catalyst is CS(C)=O. The product is [CH3:1][C:2]1([CH3:33])[CH2:10][C:9]2[N:8]([C:11]3[CH:18]=[C:17]([NH:19][C@H:20]4[CH2:25][CH2:24][CH2:23][CH2:22][C@@H:21]4[OH:26])[C:14]([C:15]([NH2:16])=[O:34])=[C:13]([F:27])[CH:12]=3)[N:7]=[C:6]([C:28]([F:30])([F:31])[F:29])[C:5]=2[C:4](=[O:32])[CH2:3]1. The yield is 0.640. (2) The reactants are [CH3:1][C:2]1[C:6]([CH2:7][N:8]2[CH:12]=[C:11]([N:13]3[C:17](=[O:18])[N:16]([CH3:19])[NH:15][C:14]3=[O:20])[CH:10]=[N:9]2)=[C:5]([CH3:21])[O:4][N:3]=1.BrC[CH2:24][C:25]1[CH:30]=[CH:29][C:28](F)=[CH:27][CH:26]=1. No catalyst specified. The product is [CH2:24]([N:15]1[C:14](=[O:20])[N:13]([C:11]2[CH:10]=[N:9][N:8]([CH2:7][C:6]3[C:2]([CH3:1])=[N:3][O:4][C:5]=3[CH3:21])[CH:12]=2)[C:17](=[O:18])[N:16]1[CH3:19])[C:25]1[CH:30]=[CH:29][CH:28]=[CH:27][CH:26]=1. The yield is 0.140. (3) The reactants are [CH3:1][N:2]1[CH:6]=[C:5]([C:7]2[CH:8]=[N:9][C:10]3[N:11]([N:13]=[CH:14][C:15]=3[C:16]3[CH:17]=[C:18]([C:21]([NH:23][CH2:24][C:25]([F:28])([F:27])[F:26])=[O:22])[S:19][CH:20]=3)[CH:12]=2)[CH:4]=[N:3]1.S(Cl)([Cl:31])=O. The catalyst is CN(C=O)C. The product is [Cl:31][C:20]1[S:19][C:18]([C:21]([NH:23][CH2:24][C:25]([F:27])([F:28])[F:26])=[O:22])=[CH:17][C:16]=1[C:15]1[CH:14]=[N:13][N:11]2[CH:12]=[C:7]([C:5]3[CH:4]=[N:3][N:2]([CH3:1])[CH:6]=3)[CH:8]=[N:9][C:10]=12. The yield is 0.517. (4) The yield is 0.810. The catalyst is O1CCOCC1.C(Cl)Cl.CCCC(C)C.C1(P([C-]2C=CC=C2)C2C=CC=CC=2)C=CC=CC=1.[C-]1(P(C2C=CC=CC=2)C2C=CC=CC=2)C=CC=C1.[Fe+2]. The product is [CH3:26][C:21]1([CH3:27])[C:22]([CH3:25])([CH3:24])[O:23][B:19]([C:7]2[CH2:16][CH2:15][C:10]3([O:14][CH2:13][CH2:12][O:11]3)[CH2:9][CH:8]=2)[O:20]1. The reactants are FC(F)(F)S(O[C:7]1[CH2:16][CH2:15][C:10]2([O:14][CH2:13][CH2:12][O:11]2)[CH2:9][CH:8]=1)(=O)=O.[B:19]1([B:19]2[O:23][C:22]([CH3:25])([CH3:24])[C:21]([CH3:27])([CH3:26])[O:20]2)[O:23][C:22]([CH3:25])([CH3:24])[C:21]([CH3:27])([CH3:26])[O:20]1.C(Cl)Cl.C([O-])(=O)C.[K+]. (5) The reactants are [Cl:1][C:2]1[CH:3]=[CH:4][C:5]([O:18][C:19]([F:22])([F:21])[F:20])=[C:6]2[C:10]=1[N:9]([CH2:11][CH2:12][O:13][CH3:14])[CH:8]=[C:7]2[C:15](O)=[O:16].CCN(CC)CC.Cl.[F:31][C:32]([F:51])([F:50])[C:33]([NH:35][CH2:36][C:37]1[CH:42]=[CH:41][C:40]([F:43])=[C:39]([CH:44]2[CH2:49][CH2:48][NH:47][CH2:46][CH2:45]2)[CH:38]=1)=[O:34].CCN=C=NCCCN(C)C. The catalyst is C(Cl)Cl. The product is [Cl:1][C:2]1[CH:3]=[CH:4][C:5]([O:18][C:19]([F:21])([F:22])[F:20])=[C:6]2[C:10]=1[N:9]([CH2:11][CH2:12][O:13][CH3:14])[CH:8]=[C:7]2[C:15]([N:47]1[CH2:48][CH2:49][CH:44]([C:39]2[CH:38]=[C:37]([CH:42]=[CH:41][C:40]=2[F:43])[CH2:36][NH:35][C:33](=[O:34])[C:32]([F:51])([F:50])[F:31])[CH2:45][CH2:46]1)=[O:16]. The yield is 0.540. (6) The product is [CH3:3][S:4][C:5]1[CH:10]=[CH:9][CH:8]=[CH:7][C:6]=1[C:11]1[N:15]([S:39]([C:35]2[CH:34]=[N:33][CH:38]=[CH:37][CH:36]=2)(=[O:41])=[O:40])[CH:14]=[C:13]([CH:16]=[O:17])[CH:12]=1. The yield is 0.690. The reactants are [H-].[Na+].[CH3:3][S:4][C:5]1[CH:10]=[CH:9][CH:8]=[CH:7][C:6]=1[C:11]1[NH:15][CH:14]=[C:13]([CH:16]=[O:17])[CH:12]=1.C1OCCOCCOCCOCCOC1.[N:33]1[CH:38]=[CH:37][CH:36]=[C:35]([S:39](Cl)(=[O:41])=[O:40])[CH:34]=1. The catalyst is O1CCCC1.O.